Dataset: NCI-60 drug combinations with 297,098 pairs across 59 cell lines. Task: Regression. Given two drug SMILES strings and cell line genomic features, predict the synergy score measuring deviation from expected non-interaction effect. (1) Drug 1: CC12CCC3C(C1CCC2NC(=O)OCC(F)(F)F)CCC4C3(C=CC(=O)N4C)C. Drug 2: C1CNP(=O)(OC1)N(CCCl)CCCl. Cell line: NCI-H460. Synergy scores: CSS=5.85, Synergy_ZIP=-0.915, Synergy_Bliss=-0.369, Synergy_Loewe=3.33, Synergy_HSA=1.11. (2) Drug 1: C1=CC(=CC=C1CC(C(=O)O)N)N(CCCl)CCCl.Cl. Drug 2: CCCS(=O)(=O)NC1=C(C(=C(C=C1)F)C(=O)C2=CNC3=C2C=C(C=N3)C4=CC=C(C=C4)Cl)F. Cell line: RXF 393. Synergy scores: CSS=9.34, Synergy_ZIP=-4.43, Synergy_Bliss=-1.58, Synergy_Loewe=-1.87, Synergy_HSA=-1.11.